Dataset: Reaction yield outcomes from USPTO patents with 853,638 reactions. Task: Predict the reaction yield, written as a fraction of the theoretical maximum amount of product (1.0 means a 100% yield; for example, 0.34 means a 34% yield). (1) The reactants are F[C:2]1[CH:9]=[CH:8][CH:7]=[CH:6][C:3]=1[CH:4]=[O:5].C(=O)([O-])[O-].[K+].[K+].[CH3:16][CH2:17][SH:18]. The catalyst is CN(C=O)C. The product is [CH2:17]([S:18][C:2]1[CH:9]=[CH:8][CH:7]=[CH:6][C:3]=1[CH:4]=[O:5])[CH3:16]. The yield is 0.720. (2) The reactants are [NH2:1][CH2:2][C:3]1[CH:8]=[CH:7][C:6]([OH:9])=[CH:5][CH:4]=1.C(=O)(O)[O-].[Na+].[C:15]([O:19][C:20](O[C:20]([O:19][C:15]([CH3:18])([CH3:17])[CH3:16])=[O:21])=[O:21])([CH3:18])([CH3:17])[CH3:16]. The catalyst is C1COCC1.O.C(OCC)(=O)C. The product is [OH:9][C:6]1[CH:7]=[CH:8][C:3]([CH2:2][NH:1][C:20](=[O:21])[O:19][C:15]([CH3:18])([CH3:17])[CH3:16])=[CH:4][CH:5]=1. The yield is 1.00.